From a dataset of Forward reaction prediction with 1.9M reactions from USPTO patents (1976-2016). Predict the product of the given reaction. (1) Given the reactants [C:1]([N:4]1[C:13]2[C:8](=[CH:9][CH:10]=[C:11]([F:14])[CH:12]=2)[CH:7]([O:15]C(=O)C)[CH2:6][CH:5]1[CH3:19])(=[O:3])[CH3:2].[OH-].[Na+].O, predict the reaction product. The product is: [C:1]([N:4]1[C:13]2[C:8](=[CH:9][CH:10]=[C:11]([F:14])[CH:12]=2)[C@@H:7]([OH:15])[CH2:6][C@@H:5]1[CH3:19])(=[O:3])[CH3:2]. (2) Given the reactants [C:1]([O:5][C:6]([N:8]1[CH2:12][CH2:11][CH:10]([OH:13])[CH2:9]1)=[O:7])([CH3:4])([CH3:3])[CH3:2].CC(OI1(OC(C)=O)(OC(C)=O)OC(=O)C2C=CC=CC1=2)=O, predict the reaction product. The product is: [C:1]([O:5][C:6]([N:8]1[CH2:12][CH2:11][C:10](=[O:13])[CH2:9]1)=[O:7])([CH3:4])([CH3:2])[CH3:3]. (3) Given the reactants C([S:4][CH:5]1[CH2:10][CH2:9][N:8]([CH:11]([C:17]2[CH:22]=[CH:21][CH:20]=[CH:19][C:18]=2[F:23])[C:12]([CH:14]2[CH2:16][CH2:15]2)=[O:13])[CH2:7]/[C:6]/1=[CH:24]\[C:25]1[N:26]=[N:27][N:28]([CH2:30][CH2:31][CH2:32][C:33]([O:35][CH2:36][CH3:37])=[O:34])[N:29]=1)(=O)C.[ClH:38], predict the reaction product. The product is: [ClH:38].[CH:14]1([C:12](=[O:13])[CH:11]([N:8]2[CH2:9][CH2:10][CH:5]([SH:4])/[C:6](=[CH:24]/[C:25]3[N:26]=[N:27][N:28]([CH2:30][CH2:31][CH2:32][C:33]([O:35][CH2:36][CH3:37])=[O:34])[N:29]=3)/[CH2:7]2)[C:17]2[CH:22]=[CH:21][CH:20]=[CH:19][C:18]=2[F:23])[CH2:15][CH2:16]1. (4) Given the reactants [OH:1][C:2]1[C:7]([C:8]([O:10]CC)=O)=[CH:6][N:5]=[C:4]2[CH:13]=[C:14](I)[S:15][C:3]=12.[C:17]1(C)C=CC=C[CH:18]=1.[Cl:24][C:25]1[CH:32]=[CH:31][C:28]([CH2:29][NH2:30])=[CH:27][CH:26]=1, predict the reaction product. The product is: [Cl:24][C:25]1[CH:32]=[CH:31][C:28]([CH2:29][NH:30][C:8]([C:7]2[C:2](=[O:1])[C:3]3[S:15][CH:14]=[CH:13][C:4]=3[N:5]([CH2:17][CH3:18])[CH:6]=2)=[O:10])=[CH:27][CH:26]=1. (5) Given the reactants C1(=O)[N:5]([CH2:6][C:7]2[CH:16]=[CH:15][C:14]3[C:9](=[CH:10][CH:11]=[C:12]([CH2:17][CH2:18][CH:19]([N:21]([CH2:25][CH2:26][CH3:27])[CH2:22][CH2:23][CH3:24])[CH3:20])[CH:13]=3)[CH:8]=2)C(=O)C2=CC=CC=C12, predict the reaction product. The product is: [NH2:5][CH2:6][C:7]1[CH:16]=[CH:15][C:14]2[C:9](=[CH:10][CH:11]=[C:12]([CH2:17][CH2:18][CH:19]([N:21]([CH2:25][CH2:26][CH3:27])[CH2:22][CH2:23][CH3:24])[CH3:20])[CH:13]=2)[CH:8]=1. (6) Given the reactants [Br:1][C:2]1[CH:3]=[C:4]([C:9]2[C:21]([F:22])=[CH:20][C:12]([C:13]([NH:15][S:16]([CH3:19])(=[O:18])=[O:17])=[O:14])=[C:11]([F:23])[CH:10]=2)[CH:5]=[N:6][C:7]=1F.[CH3:24][CH:25]([CH3:28])[CH2:26][OH:27].C(=O)([O-])[O-].[Cs+].[Cs+], predict the reaction product. The product is: [Br:1][C:2]1[CH:3]=[C:4]([C:9]2[C:21]([F:22])=[CH:20][C:12]([C:13]([NH:15][S:16]([CH3:19])(=[O:18])=[O:17])=[O:14])=[C:11]([F:23])[CH:10]=2)[CH:5]=[N:6][C:7]=1[O:27][CH2:26][CH:25]([CH3:28])[CH3:24].